From a dataset of Reaction yield outcomes from USPTO patents with 853,638 reactions. Predict the reaction yield, written as a fraction of the theoretical maximum amount of product (1.0 means a 100% yield; for example, 0.34 means a 34% yield). (1) The reactants are [Br:1][C:2]1[CH:10]=[CH:9][CH:8]=[C:7]2[C:3]=1[C:4]([C:14]1[C:15](O)=[CH:16][C:17]3[O:21][CH2:20][CH2:19][C:18]=3[CH:22]=1)([CH2:12][OH:13])[C:5](=[O:11])[NH:6]2.C(P(CCCC)CCCC)CCC.N(C(OC(C)(C)C)=O)=NC(OC(C)(C)C)=O. The catalyst is C(OCC)(=O)C. The product is [Br:1][C:2]1[CH:10]=[CH:9][CH:8]=[C:7]2[C:3]=1[C:4]1([CH2:12][O:13][C:15]3[CH:16]=[C:17]4[C:18](=[CH:22][C:14]1=3)[CH2:19][CH2:20][O:21]4)[C:5](=[O:11])[NH:6]2. The yield is 0.370. (2) The reactants are [CH3:1][C@H:2]1[NH:7][CH2:6][CH2:5][NH:4][CH2:3]1.C(O)(=O)C.[C:12]([O:16][C:17](O[C:17]([O:16][C:12]([CH3:15])([CH3:14])[CH3:13])=[O:18])=[O:18])([CH3:15])([CH3:14])[CH3:13]. The catalyst is CO. The product is [CH3:1][C@H:2]1[NH:7][CH2:6][CH2:5][N:4]([C:17]([O:16][C:12]([CH3:15])([CH3:14])[CH3:13])=[O:18])[CH2:3]1. The yield is 0.840. (3) The reactants are FC1C=C(NC(=O)CC(NC2C=CC=CC=2)=O)C=CC=1OC1C=CN=C2C=C(C3N=CN(C)C=3)SC=12.[CH3:37][N:38]([C:45]1[CH:50]=[CH:49][CH:48]=[CH:47][CH:46]=1)[C:39](=[O:44])[CH2:40][C:41]([OH:43])=O.CCCCCCCCCCCCN.[F:64][C:65]1[CH:66]=[C:67]([CH:69]=[CH:70][C:71]=1[O:72][C:73]1[CH:78]=[CH:77][N:76]=[C:75]2[CH:79]=[C:80]([C:82]3[CH2:83][CH2:84][N:85]([CH3:88])[CH2:86][CH:87]=3)[S:81][C:74]=12)[NH2:68]. No catalyst specified. The product is [F:64][C:65]1[CH:66]=[C:67]([NH:68][C:41](=[O:43])[CH2:40][C:39]([N:38]([CH3:37])[C:45]2[CH:50]=[CH:49][CH:48]=[CH:47][CH:46]=2)=[O:44])[CH:69]=[CH:70][C:71]=1[O:72][C:73]1[CH:78]=[CH:77][N:76]=[C:75]2[CH:79]=[C:80]([C:82]3[CH2:83][CH2:84][N:85]([CH3:88])[CH2:86][CH:87]=3)[S:81][C:74]=12. The yield is 0.440. (4) The reactants are [C:1]1([C:8]2[CH:13]=[CH:12][CH:11]=[CH:10][CH:9]=2)[CH:6]=[CH:5][CH:4]=[C:3]([NH2:7])[CH:2]=1.[CH:14](=O)[CH2:15][CH2:16][CH3:17]. No catalyst specified. The product is [CH2:14]([NH:7][C:3]1[CH:2]=[C:1]([C:8]2[CH:9]=[CH:10][CH:11]=[CH:12][CH:13]=2)[CH:6]=[CH:5][CH:4]=1)[CH2:15][CH2:16][CH3:17]. The yield is 0.830. (5) The reactants are [C:1]([O:9][CH2:10][CH2:11][CH2:12][CH2:13][N:14]1[CH:18]=[C:17]([C:19]([O:21]C(C)(C)C)=[O:20])[N:16]=[N:15]1)(=[O:8])[C:2]1[CH:7]=[CH:6][CH:5]=[CH:4][CH:3]=1. The catalyst is C(O)(C(F)(F)F)=O.C(Cl)Cl. The product is [C:1]([O:9][CH2:10][CH2:11][CH2:12][CH2:13][N:14]1[CH:18]=[C:17]([C:19]([OH:21])=[O:20])[N:16]=[N:15]1)(=[O:8])[C:2]1[CH:3]=[CH:4][CH:5]=[CH:6][CH:7]=1. The yield is 0.900.